From a dataset of Reaction yield outcomes from USPTO patents with 853,638 reactions. Predict the reaction yield, written as a fraction of the theoretical maximum amount of product (1.0 means a 100% yield; for example, 0.34 means a 34% yield). (1) The reactants are [Cl:1][C:2]1[CH:28]=[CH:27][C:5]([CH2:6][N:7]2[C:12](=[O:13])[C:11]([CH2:14]I)=[N:10][N:9]([C:16]3[CH:17]=[C:18]([NH:22][C:23](=[O:25])[CH3:24])[CH:19]=[CH:20][CH:21]=3)[C:8]2=[O:26])=[CH:4][CH:3]=1.[CH3:29][O-:30].[Na+]. The catalyst is CN(C=O)C.O. The product is [Cl:1][C:2]1[CH:28]=[CH:27][C:5]([CH2:6][N:7]2[C:12](=[O:13])[C:11]([CH2:14][O:30][CH3:29])=[N:10][N:9]([C:16]3[CH:17]=[C:18]([NH:22][C:23](=[O:25])[CH3:24])[CH:19]=[CH:20][CH:21]=3)[C:8]2=[O:26])=[CH:4][CH:3]=1. The yield is 0.0900. (2) The reactants are Cl[C:2]1[N:7]=[CH:6][N:5]=[C:4]([O:8][CH2:9][C:10]2[CH:15]=[CH:14][C:13]([C:16]([F:19])([F:18])[F:17])=[CH:12][CH:11]=2)[C:3]=1[CH:20]1[O:24][CH2:23][CH2:22][O:21]1.C(N(CC)CC)C.C(O)=O.O. The catalyst is CC(N(C)C)=O.C1C=CC([P]([Pd]([P](C2C=CC=CC=2)(C2C=CC=CC=2)C2C=CC=CC=2)([P](C2C=CC=CC=2)(C2C=CC=CC=2)C2C=CC=CC=2)[P](C2C=CC=CC=2)(C2C=CC=CC=2)C2C=CC=CC=2)(C2C=CC=CC=2)C2C=CC=CC=2)=CC=1. The product is [F:18][C:16]([F:17])([F:19])[C:13]1[CH:14]=[CH:15][C:10]([CH2:9][O:8][C:4]2[C:3]([CH:20]3[O:24][CH2:23][CH2:22][O:21]3)=[CH:2][N:7]=[CH:6][N:5]=2)=[CH:11][CH:12]=1. The yield is 0.240.